This data is from Forward reaction prediction with 1.9M reactions from USPTO patents (1976-2016). The task is: Predict the product of the given reaction. (1) The product is: [Br:1][C:2]1[CH:7]=[CH:6][C:5]([Cl:8])=[CH:4][C:3]=1[O:9][CH2:10][C:11]1[CH:16]=[CH:15][CH:14]=[CH:13][CH:12]=1. Given the reactants [Br:1][C:2]1[CH:7]=[CH:6][C:5]([Cl:8])=[CH:4][C:3]=1[OH:9].[CH2:10](Br)[C:11]1[CH:16]=[CH:15][CH:14]=[CH:13][CH:12]=1.C(=O)([O-])[O-].[K+].[K+], predict the reaction product. (2) Given the reactants Cl.[O:2]1[C:6]2[CH:7]=[CH:8][CH:9]=[C:10]([CH:11]3[CH2:16][CH2:15][N:14]([CH2:17][CH2:18][C@H:19]4[CH2:24][CH2:23][C@H:22]([NH2:25])[CH2:21][CH2:20]4)[CH2:13][CH2:12]3)[C:5]=2[O:4][CH2:3]1.[O:26]1[CH2:31][CH2:30][CH:29]([C:32](O)=[O:33])[CH2:28][CH2:27]1, predict the reaction product. The product is: [O:2]1[C:6]2[CH:7]=[CH:8][CH:9]=[C:10]([CH:11]3[CH2:16][CH2:15][N:14]([CH2:17][CH2:18][C@H:19]4[CH2:20][CH2:21][C@H:22]([NH:25][C:32]([CH:29]5[CH2:30][CH2:31][O:26][CH2:27][CH2:28]5)=[O:33])[CH2:23][CH2:24]4)[CH2:13][CH2:12]3)[C:5]=2[O:4][CH2:3]1.